Task: Binary Classification. Given a T-cell receptor sequence (or CDR3 region) and an epitope sequence, predict whether binding occurs between them.. Dataset: TCR-epitope binding with 47,182 pairs between 192 epitopes and 23,139 TCRs (1) The epitope is TSDLATNNLVVMAY. The TCR CDR3 sequence is CASGSGGGNEQFF. Result: 0 (the TCR does not bind to the epitope). (2) The epitope is GLCTLVAML. The TCR CDR3 sequence is CASSGWTGPNTEAFF. Result: 1 (the TCR binds to the epitope). (3) The epitope is AMFWSVPTV. The TCR CDR3 sequence is CSASSRASLNEQYF. Result: 0 (the TCR does not bind to the epitope). (4) The TCR CDR3 sequence is CASSRPVGLGNEQFF. Result: 1 (the TCR binds to the epitope). The epitope is LLLGIGILV.